From a dataset of Full USPTO retrosynthesis dataset with 1.9M reactions from patents (1976-2016). Predict the reactants needed to synthesize the given product. Given the product [CH3:19][C:16]1([CH3:20])[O:15][C@H:14]([CH2:13][N:9]2[C:10](=[O:12])[C:11]3[C:2]([NH:27][C:26]4[CH:28]=[CH:29][C:30]([I:32])=[CH:31][C:25]=4[F:24])=[C:3]([F:23])[C:4](=[O:22])[N:5]([CH3:21])[C:6]=3[N:7]=[CH:8]2)[CH2:18][O:17]1, predict the reactants needed to synthesize it. The reactants are: Cl[C:2]1[C:11]2[C:10](=[O:12])[N:9]([CH2:13][C@@H:14]3[CH2:18][O:17][C:16]([CH3:20])([CH3:19])[O:15]3)[CH:8]=[N:7][C:6]=2[N:5]([CH3:21])[C:4](=[O:22])[C:3]=1[F:23].[F:24][C:25]1[CH:31]=[C:30]([I:32])[CH:29]=[CH:28][C:26]=1[NH2:27].O1CCCC1.C[Si](C)(C)[N-][Si](C)(C)C.[Li+].C(OC(C)C)(=O)C.